This data is from Catalyst prediction with 721,799 reactions and 888 catalyst types from USPTO. The task is: Predict which catalyst facilitates the given reaction. (1) Reactant: [CH2:1]([O:3][CH2:4][CH2:5][O:6][C:7]1[N:15]=[C:14]2[C:10]([N:11]=[C:12]([O:22][CH3:23])[N:13]2C2CCCCO2)=[C:9]([NH2:24])[N:8]=1)[CH3:2].[C:25]([OH:31])([C:27]([F:30])([F:29])[F:28])=[O:26]. Product: [F:28][C:27]([F:30])([F:29])[C:25]([OH:31])=[O:26].[CH2:1]([O:3][CH2:4][CH2:5][O:6][C:7]1[NH:8][C:9]([NH2:24])=[C:10]2[C:14]([N:15]=1)=[N:13][C:12]([O:22][CH3:23])=[N:11]2)[CH3:2]. The catalyst class is: 5. (2) Reactant: [CH3:1][N:2]([CH2:4][C:5]1[CH:10]=[CH:9][C:8]([C:11]2[CH:16]=[CH:15][CH:14]=[C:13]([N:17]3[C:22]4[N:23]=[CH:24][C:25]([F:27])=[CH:26][C:21]=4[C:20](=[O:28])[N:19]([C@@H:29]4[CH2:34][CH2:33][C@H:32]([NH:35]C(=O)OC(C)(C)C)[CH2:31][CH2:30]4)[C:18]3=[O:43])[CH:12]=2)=[CH:7][CH:6]=1)[CH3:3].[ClH:44].C(OCC)C. Product: [ClH:44].[ClH:44].[NH2:35][C@@H:32]1[CH2:33][CH2:34][C@H:29]([N:19]2[C:20](=[O:28])[C:21]3[CH:26]=[C:25]([F:27])[CH:24]=[N:23][C:22]=3[N:17]([C:13]3[CH:12]=[C:11]([C:8]4[CH:7]=[CH:6][C:5]([CH2:4][N:2]([CH3:1])[CH3:3])=[CH:10][CH:9]=4)[CH:16]=[CH:15][CH:14]=3)[C:18]2=[O:43])[CH2:30][CH2:31]1. The catalyst class is: 12. (3) Product: [CH3:23][C:4]1([CH3:22])[CH2:3][CH:2]([NH:29][C:30]2[CH:35]=[CH:34][CH:33]=[CH:32][CH:31]=2)[C:11]2[C:6](=[CH:7][CH:8]=[CH:9][CH:10]=2)[N:5]1[C:12]([C:14]1[CH:19]=[CH:18][CH:17]=[C:16]([O:20][CH3:21])[CH:15]=1)=[O:13]. The catalyst class is: 4. Reactant: O[CH:2]1[C:11]2[C:6](=[CH:7][CH:8]=[CH:9][CH:10]=2)[N:5]([C:12]([C:14]2[CH:19]=[CH:18][CH:17]=[C:16]([O:20][CH3:21])[CH:15]=2)=[O:13])[C:4]([CH3:23])([CH3:22])[CH2:3]1.I[Si](C)(C)C.[NH2:29][C:30]1[CH:35]=[CH:34][CH:33]=[CH:32][CH:31]=1.